Dataset: Forward reaction prediction with 1.9M reactions from USPTO patents (1976-2016). Task: Predict the product of the given reaction. Given the reactants [F:1][CH:2]([F:18])[CH2:3][NH:4][C:5]1[CH:6]=[N:7][CH:8]=[CH:9][C:10]=1[C:11]1[CH:16]=[CH:15][CH:14]=[CH:13][C:12]=1[F:17].[F:19][C:20]([F:35])([F:34])[C:21]1[CH:22]=[C:23]([CH:27]=[C:28]([C:30]([F:33])([F:32])[F:31])[N:29]=1)[C:24](O)=[O:25], predict the reaction product. The product is: [F:18][CH:2]([F:1])[CH2:3][N:4]([C:5]1[CH:6]=[N:7][CH:8]=[CH:9][C:10]=1[C:11]1[CH:16]=[CH:15][CH:14]=[CH:13][C:12]=1[F:17])[C:24](=[O:25])[C:23]1[CH:27]=[C:28]([C:30]([F:31])([F:32])[F:33])[N:29]=[C:21]([C:20]([F:35])([F:19])[F:34])[CH:22]=1.